Regression. Given a peptide amino acid sequence and an MHC pseudo amino acid sequence, predict their binding affinity value. This is MHC class I binding data. From a dataset of Peptide-MHC class I binding affinity with 185,985 pairs from IEDB/IMGT. (1) The peptide sequence is PLRPMTYR. The MHC is HLA-A24:02 with pseudo-sequence HLA-A24:02. The binding affinity (normalized) is 0. (2) The peptide sequence is YVLHFACL. The MHC is H-2-Db with pseudo-sequence H-2-Db. The binding affinity (normalized) is 0.0215. (3) The peptide sequence is KLKSVGKAY. The MHC is HLA-B51:01 with pseudo-sequence HLA-B51:01. The binding affinity (normalized) is 0.0847. (4) The peptide sequence is KTHVSSWEEV. The MHC is HLA-A32:01 with pseudo-sequence HLA-A32:01. The binding affinity (normalized) is 0.186. (5) The peptide sequence is GYLKPTTFM. The MHC is HLA-A24:02 with pseudo-sequence HLA-A24:02. The binding affinity (normalized) is 0.131. (6) The peptide sequence is TYLQSLASL. The MHC is HLA-A32:07 with pseudo-sequence HLA-A32:07. The binding affinity (normalized) is 0.770. (7) The peptide sequence is RWASGVSEI. The MHC is HLA-A24:03 with pseudo-sequence HLA-A24:03. The binding affinity (normalized) is 1.00.